This data is from Full USPTO retrosynthesis dataset with 1.9M reactions from patents (1976-2016). The task is: Predict the reactants needed to synthesize the given product. (1) Given the product [Cl:16][C:17]1[N:18]=[CH:19][N:20]=[C:21]([C:2]2[N:6]3[CH:7]=[CH:8][CH:9]=[CH:10][C:5]3=[N:4][CH:3]=2)[CH:22]=1, predict the reactants needed to synthesize it. The reactants are: Br[C:2]1[N:6]2[CH:7]=[CH:8][CH:9]=[CH:10][C:5]2=[N:4][CH:3]=1.[Li]CCCC.[Cl:16][C:17]1[CH:22]=[C:21](Cl)[N:20]=[CH:19][N:18]=1. (2) Given the product [OH:21][C:25]1[CH:24]=[C:23]([CH3:22])[O:11][C:3](=[O:10])[C:4]=1[C:5]([O:7][CH2:8][CH3:9])=[O:6], predict the reactants needed to synthesize it. The reactants are: [H-].[Na+].[C:3]([O:11]CC)(=[O:10])[CH2:4][C:5]([O:7][CH2:8][CH3:9])=[O:6].C=C1OC(=O)C1.Cl.[O:21]1[CH2:25][CH2:24][CH2:23][CH2:22]1. (3) Given the product [CH3:1][S:2]([O:5][CH2:6][CH2:7][CH2:8][C:9]1[N:14]=[C:13]([O:15][CH2:16][CH3:19])[CH:12]=[C:11]([O:17][CH3:18])[N:10]=1)(=[O:3])=[O:4], predict the reactants needed to synthesize it. The reactants are: [CH3:1][S:2]([O:5][CH2:6][CH2:7][CH2:8][C:9]1[N:14]=[C:13]([O:15][CH3:16])[CH:12]=[C:11]([O:17][CH3:18])[N:10]=1)(=[O:4])=[O:3].[CH2:19](OC1C=C(OC)N=C(CCCO)N=1)C. (4) Given the product [Cl-:27].[OH:2][C:3]1[C:12]2[C:7](=[CH:8][CH:9]=[CH:10][CH:11]=2)[CH:6]=[CH:5][C:4]=1[NH2+:13][C:14]1[CH:19]=[CH:18][CH:17]=[CH:16][CH:15]=1, predict the reactants needed to synthesize it. The reactants are: C[O:2][C:3]1[C:12]2[C:7](=[CH:8][CH:9]=[CH:10][CH:11]=2)[CH:6]=[CH:5][C:4]=1[NH:13][C:14]1[CH:19]=[CH:18][CH:17]=[CH:16][CH:15]=1.B(Br)(Br)Br.C([Cl:27])(=O)C.Cl. (5) The reactants are: [NH2:1][C:2]1[CH:11]=[CH:10][C:9]2[C:4](=[CH:5][CH:6]=[CH:7][C:8]=2[O:12][CH:13](C)[C:14]2[N:15]=[C:16]([C:19]3[CH:24]=[CH:23][CH:22]=[CH:21][CH:20]=3)[O:17][CH:18]=2)[CH:3]=1.C(N(CC)CC)C.[C:33](=O)=O.[S:36](O[S:36]([C:39]([F:42])([F:41])[F:40])(=[O:38])=[O:37])([C:39]([F:42])([F:41])[F:40])(=[O:38])=[O:37]. Given the product [CH3:33][C:18]1[O:17][C:16]([C:19]2[CH:20]=[CH:21][CH:22]=[CH:23][CH:24]=2)=[N:15][C:14]=1[CH2:13][O:12][C:8]1[CH:7]=[CH:6][CH:5]=[C:4]2[C:9]=1[CH:10]=[CH:11][C:2]([NH:1][S:36]([C:39]([F:42])([F:41])[F:40])(=[O:38])=[O:37])=[CH:3]2, predict the reactants needed to synthesize it. (6) Given the product [CH:1]1([CH2:6][CH:7]([C:18]2[NH:22][C:21]([C:23]3[S:25][CH:28]=[CH:29][N:24]=3)=[C:20]([CH3:26])[CH:19]=2)[C:8]2[CH:9]=[CH:10][C:11]([S:14]([CH3:17])(=[O:16])=[O:15])=[CH:12][CH:13]=2)[CH2:5][CH2:4][CH2:3][CH2:2]1, predict the reactants needed to synthesize it. The reactants are: [CH:1]1([CH2:6][CH:7]([C:18]2[NH:22][C:21]([C:23](=[S:25])[NH2:24])=[C:20]([CH3:26])[CH:19]=2)[C:8]2[CH:13]=[CH:12][C:11]([S:14]([CH3:17])(=[O:16])=[O:15])=[CH:10][CH:9]=2)[CH2:5][CH2:4][CH2:3][CH2:2]1.Br[CH2:28][CH:29](OCC)OCC.